Dataset: Catalyst prediction with 721,799 reactions and 888 catalyst types from USPTO. Task: Predict which catalyst facilitates the given reaction. (1) Reactant: [CH3:1][C:2]1[C:6]([CH2:7][O:8][C:9]2[CH:14]=[CH:13][C:12]([CH2:15][C:16]([OH:18])=O)=[CH:11][CH:10]=2)=[C:5]([CH3:19])[O:4][N:3]=1.[C:20]1([C:26]([C:29]2[CH:34]=[CH:33][C:32]([CH3:35])=[CH:31][CH:30]=2)([NH2:28])[CH3:27])[CH:25]=[CH:24][CH:23]=[CH:22][CH:21]=1.CN(C(ON1N=NC2C=CC=NC1=2)=[N+](C)C)C.F[P-](F)(F)(F)(F)F.CN1CCOCC1. Product: [CH3:1][C:2]1[C:6]([CH2:7][O:8][C:9]2[CH:10]=[CH:11][C:12]([CH2:15][C:16]([NH:28][C:26]([C:20]3[CH:25]=[CH:24][CH:23]=[CH:22][CH:21]=3)([C:29]3[CH:34]=[CH:33][C:32]([CH3:35])=[CH:31][CH:30]=3)[CH3:27])=[O:18])=[CH:13][CH:14]=2)=[C:5]([CH3:19])[O:4][N:3]=1. The catalyst class is: 4. (2) Reactant: CS(O[CH:6]1[CH2:9][N:8]([C:10]2[S:11][CH:12]=[C:13]([CH2:15][N:16]3[C:20](=[O:21])[CH2:19][CH2:18][C:17]3=[O:22])[N:14]=2)[CH2:7]1)(=O)=O.[C:23]([O-:26])(=[S:25])[CH3:24].[K+]. Product: [C:23]([S:25][CH:6]1[CH2:7][N:8]([C:10]2[S:11][CH:12]=[C:13]([CH2:15][N:16]3[C:17](=[O:22])[CH2:18][CH2:19][C:20]3=[O:21])[N:14]=2)[CH2:9]1)(=[O:26])[CH3:24]. The catalyst class is: 9. (3) Reactant: [N:1]1([C:5]2[N:9](COCC[Si](C)(C)C)[C:8]3[CH:18]=[CH:19][CH:20]=[CH:21][C:7]=3[N:6]=2)[CH2:4][CH2:3][CH2:2]1.[O-]CC.[Na+]. Product: [N:1]1([C:5]2[NH:6][C:7]3[CH:21]=[CH:20][CH:19]=[CH:18][C:8]=3[N:9]=2)[CH2:4][CH2:3][CH2:2]1. The catalyst class is: 18. (4) Reactant: [OH:1][CH2:2][C:3]1[S:7][CH:6]=[C:5]([C:8]([OH:10])=[O:9])[CH:4]=1.OS(O)(=O)=O.[CH3:16]O. Product: [CH3:16][O:9][C:8]([C:5]1[CH:4]=[C:3]([CH2:2][OH:1])[S:7][CH:6]=1)=[O:10]. The catalyst class is: 6. (5) Reactant: [CH3:1][C:2]1[NH:6][C:5]([C:7]([O:9][CH2:10][CH3:11])=[O:8])=[C:4]([C:12]2[CH:17]=[CH:16][CH:15]=[CH:14][CH:13]=2)[C:3]=1[C:18]([O:20][CH2:21][CH3:22])=[O:19].[H-].[Na+].[CH3:25]I. Product: [CH3:25][N:6]1[C:2]([CH3:1])=[C:3]([C:18]([O:20][CH2:21][CH3:22])=[O:19])[C:4]([C:12]2[CH:17]=[CH:16][CH:15]=[CH:14][CH:13]=2)=[C:5]1[C:7]([O:9][CH2:10][CH3:11])=[O:8]. The catalyst class is: 7. (6) Reactant: [Cl:1][C:2]1[CH:3]=[C:4]([C:8]2[N:13]=[C:12]3[CH2:14][CH2:15][CH2:16][C:11]3=[C:10]([NH:17][C:18]3[CH:23]=[CH:22][C:21]([CH2:24][C:25](OC)=[O:26])=[CH:20][CH:19]=3)[CH:9]=2)[CH:5]=[CH:6][CH:7]=1.[H-].[H-].[H-].[H-].[Li+].[Al+3].Cl.C([O-])(O)=O.[Na+]. Product: [Cl:1][C:2]1[CH:3]=[C:4]([C:8]2[N:13]=[C:12]3[CH2:14][CH2:15][CH2:16][C:11]3=[C:10]([NH:17][C:18]3[CH:19]=[CH:20][C:21]([CH2:24][CH2:25][OH:26])=[CH:22][CH:23]=3)[CH:9]=2)[CH:5]=[CH:6][CH:7]=1. The catalyst class is: 1. (7) Reactant: [N+:1]([C:4]1[CH:12]=[CH:11][C:7]([C:8]([OH:10])=[O:9])=[CH:6][C:5]=1[C:13]([OH:15])=[O:14])([O-])=O. Product: [NH2:1][C:4]1[CH:12]=[CH:11][C:7]([C:8]([OH:10])=[O:9])=[CH:6][C:5]=1[C:13]([OH:15])=[O:14]. The catalyst class is: 19. (8) Reactant: [Br:1][C:2]1[C:7](=[O:8])[N:6]2[CH:9]=[C:10]([F:13])[CH:11]=[CH:12][C:5]2=[N:4][C:3]=1[CH:14]=[O:15].[CH3:16][Mg]Br.CCOCC. Product: [Br:1][C:2]1[C:7](=[O:8])[N:6]2[CH:9]=[C:10]([F:13])[CH:11]=[CH:12][C:5]2=[N:4][C:3]=1[CH:14]([OH:15])[CH3:16]. The catalyst class is: 1.